From a dataset of Catalyst prediction with 721,799 reactions and 888 catalyst types from USPTO. Predict which catalyst facilitates the given reaction. (1) Reactant: [OH:1][CH2:2][C:3]1[N:8]=[C:7]([CH3:9])[CH:6]=[C:5]([C:10]([O:12][CH3:13])=[O:11])[CH:4]=1.[C:14](OC(=O)C)(=[O:16])[CH3:15].C(N(CC)CC)C. Product: [C:14]([O:1][CH2:2][C:3]1[N:8]=[C:7]([CH3:9])[CH:6]=[C:5]([C:10]([O:12][CH3:13])=[O:11])[CH:4]=1)(=[O:16])[CH3:15]. The catalyst class is: 2. (2) Reactant: [CH:1]1([NH:7][C:8]2[CH:13]=[CH:12][CH:11]=[CH:10][CH:9]=2)[CH2:6][CH2:5][CH2:4][CH2:3][CH2:2]1.[Li+].C[Si]([N-][Si](C)(C)C)(C)C.Cl[CH2:25][C:26]([NH:28][CH:29]1[C:34]([CH3:36])([CH3:35])[CH:33]2[CH2:37][C:30]1([CH3:38])[CH2:31][CH2:32]2)=[O:27].O. Product: [CH:8]1([N:7]([C:1]2[CH:6]=[CH:5][CH:4]=[CH:3][CH:2]=2)[CH2:25][C:26]([NH:28][CH:29]2[C:34]([CH3:36])([CH3:35])[CH:33]3[CH2:37][C:30]2([CH3:38])[CH2:31][CH2:32]3)=[O:27])[CH2:13][CH2:12][CH2:11][CH2:10][CH2:9]1. The catalyst class is: 7. (3) Reactant: O[CH2:2][C:3]1[N:7]([C:8]2[CH:9]=[C:10]([C:14]3[CH2:15][C:16](=[O:33])[NH:17][C:18]4[CH:24]=[C:23]([C:25]#[N:26])[C:22]([N:27]([CH2:29][CH:30]([CH3:32])[CH3:31])[CH3:28])=[CH:21][C:19]=4[N:20]=3)[CH:11]=[CH:12][CH:13]=2)[N:6]=[N:5][CH:4]=1.S(Cl)(Cl)=O.[Cl-].[CH2:39]([NH:43][CH3:44])[CH:40]([CH3:42])[CH3:41]. Product: [CH2:29]([N:27]([CH3:28])[C:22]1[C:23]([C:25]#[N:26])=[CH:24][C:18]2[NH:17][C:16](=[O:33])[CH2:15][C:14]([C:10]3[CH:11]=[CH:12][CH:13]=[C:8]([N:7]4[C:3]([CH2:2][N:43]([CH2:39][CH:40]([CH3:42])[CH3:41])[CH3:44])=[CH:4][N:5]=[N:6]4)[CH:9]=3)=[N:20][C:19]=2[CH:21]=1)[CH:30]([CH3:32])[CH3:31]. The catalyst class is: 139. (4) Reactant: [NH:1]1[CH:5]=[CH:4][N:3]=[C:2]1[CH2:6][C:7]#[N:8].C([O:11][C:12](=O)[CH:13]([CH2:17][C:18]1[CH:23]=[CH:22][CH:21]=[CH:20][CH:19]=1)[C:14]([CH3:16])=O)C.C([O-])(=O)C.[NH4+]. Product: [CH2:17]([C:13]1[C:12](=[O:11])[N:1]2[CH:5]=[CH:4][NH:3][C:2]2=[C:6]([C:7]#[N:8])[C:14]=1[CH3:16])[C:18]1[CH:23]=[CH:22][CH:21]=[CH:20][CH:19]=1. The catalyst class is: 6. (5) Reactant: Cl[CH2:2][CH2:3][CH2:4][C:5]([O:7][C:8]1([CH2:13][CH3:14])[CH2:12][CH2:11][CH2:10][CH2:9]1)=[O:6].[NH2:15][C:16]1[CH:21]=[CH:20][CH:19]=[CH:18][CH:17]=1.N1C(C)=CC=CC=1C.[I-].[Na+]. Product: [C:16]1([NH:15][CH2:2][CH2:3][CH2:4][C:5]([O:7][C:8]2([CH2:13][CH3:14])[CH2:12][CH2:11][CH2:10][CH2:9]2)=[O:6])[CH:21]=[CH:20][CH:19]=[CH:18][CH:17]=1. The catalyst class is: 6. (6) Reactant: [Cl:1][C:2]1[N:10]=[C:9]2[C:5]([NH:6][CH:7]=[N:8]2)=[C:4](Cl)[N:3]=1.[CH3:12][CH:13]1[CH2:21][C:20]2[C:15](=[CH:16][CH:17]=[CH:18][CH:19]=2)[N:14]1C. Product: [CH3:12][C:13]1[N:14]([C:4]2[N:3]=[C:2]([Cl:1])[N:10]=[C:9]3[C:5]=2[N:6]=[CH:7][NH:8]3)[C:15]2[C:20]([CH:21]=1)=[CH:19][CH:18]=[CH:17][CH:16]=2. The catalyst class is: 51. (7) Reactant: [CH3:1][O:2][C:3]([C:5]1[S:6][C:7]([C:11]2[CH:16]=[CH:15][C:14]([Cl:17])=[CH:13][CH:12]=2)=[CH:8][C:9]=1Br)=[O:4].[CH2:18](C([Sn])=C(CCCC)CCCC)[CH2:19]CC. Product: [CH3:1][O:2][C:3]([C:5]1[S:6][C:7]([C:11]2[CH:16]=[CH:15][C:14]([Cl:17])=[CH:13][CH:12]=2)=[CH:8][C:9]=1[CH:18]=[CH2:19])=[O:4]. The catalyst class is: 109.